Dataset: Full USPTO retrosynthesis dataset with 1.9M reactions from patents (1976-2016). Task: Predict the reactants needed to synthesize the given product. (1) Given the product [Br:6][C:7]1[CH:12]=[CH:11][C:10]([C:13]2[C:17]3[N:18]=[C:19]([Cl:23])[N:20]=[C:21]([NH:38][CH2:37][CH:34]4[CH2:35][CH2:36][O:31][CH2:32][CH2:33]4)[C:16]=3[O:15][N:14]=2)=[CH:9][CH:8]=1, predict the reactants needed to synthesize it. The reactants are: C1COCC1.[Br:6][C:7]1[CH:12]=[CH:11][C:10]([C:13]2[C:17]3[N:18]=[C:19]([Cl:23])[N:20]=[C:21](Cl)[C:16]=3[O:15][N:14]=2)=[CH:9][CH:8]=1.C(N(CC)CC)C.[O:31]1[CH2:36][CH2:35][CH:34]([CH2:37][NH2:38])[CH2:33][CH2:32]1. (2) Given the product [Cl:1][C:2]1[CH:7]=[CH:6][C:5]([O:8][C:9](=[O:26])[N:10]([CH3:11])[CH2:12][C@H:13]2[CH2:18][CH2:17][C@H:16]([CH2:19][O:20][CH2:21][CH2:22][CH2:23][CH2:24][N:27]3[CH2:32][CH2:31][CH2:30][CH2:29][CH2:28]3)[CH2:15][CH2:14]2)=[CH:4][CH:3]=1, predict the reactants needed to synthesize it. The reactants are: [Cl:1][C:2]1[CH:7]=[CH:6][C:5]([O:8][C:9](=[O:26])[N:10]([CH2:12][C@H:13]2[CH2:18][CH2:17][C@H:16]([CH2:19][O:20][CH2:21][CH2:22][CH2:23][CH2:24]Br)[CH2:15][CH2:14]2)[CH3:11])=[CH:4][CH:3]=1.[NH:27]1[CH2:32][CH2:31][CH2:30][CH2:29][CH2:28]1. (3) Given the product [NH2:18][C:19]([NH:21][C:22]1[NH:23][C:24]([C:30]2[CH:35]=[CH:34][C:33]([CH2:36][OH:37])=[CH:32][CH:31]=2)=[CH:25][C:26]=1[C:27]([NH2:29])=[O:28])=[O:20], predict the reactants needed to synthesize it. The reactants are: [H-].C([Al+]CC(C)C)C(C)C.C1(C)C=CC=CC=1.[NH2:18][C:19]([NH:21][C:22]1[NH:23][C:24]([C:30]2[CH:35]=[CH:34][C:33]([C:36](OCC)=[O:37])=[CH:32][CH:31]=2)=[CH:25][C:26]=1[C:27]([NH2:29])=[O:28])=[O:20].O. (4) Given the product [OH:1][C:2]1[N:7]=[C:6]2[N:8]([CH3:12])[N:9]=[C:10]([CH3:11])[C:5]2=[CH:4][C:3]=1[C:13]([NH2:14])=[O:15], predict the reactants needed to synthesize it. The reactants are: [OH:1][C:2]1[N:7]=[C:6]2[N:8]([CH3:12])[N:9]=[C:10]([CH3:11])[C:5]2=[CH:4][C:3]=1[C:13]#[N:14].[OH:15]S(O)(=O)=O.